From a dataset of Peptide-MHC class I binding affinity with 185,985 pairs from IEDB/IMGT. Regression. Given a peptide amino acid sequence and an MHC pseudo amino acid sequence, predict their binding affinity value. This is MHC class I binding data. (1) The peptide sequence is PIPSSMITTTA. The MHC is Mamu-A01 with pseudo-sequence Mamu-A01. The binding affinity (normalized) is 0. (2) The peptide sequence is PANINDKQIM. The MHC is HLA-A02:02 with pseudo-sequence HLA-A02:02. The binding affinity (normalized) is 0.000882. (3) The peptide sequence is ITAVNRYFK. The MHC is HLA-B51:01 with pseudo-sequence YYATYRNIFTNTYENIAYWTYNYYTWAELAYLWH. The binding affinity (normalized) is 0.0847. (4) The peptide sequence is FQAQNIAGL. The MHC is HLA-A02:01 with pseudo-sequence HLA-A02:01. The binding affinity (normalized) is 0.936. (5) The peptide sequence is VVYKEAKIK. The MHC is HLA-A02:01 with pseudo-sequence HLA-A02:01. The binding affinity (normalized) is 0.364.